This data is from Full USPTO retrosynthesis dataset with 1.9M reactions from patents (1976-2016). The task is: Predict the reactants needed to synthesize the given product. (1) Given the product [F:1][C:2]1[CH:7]=[CH:6][CH:5]=[C:4]([F:8])[C:3]=1[O:9][C:17]1[CH:24]=[CH:23][C:20]([CH:21]=[O:22])=[CH:19][CH:18]=1, predict the reactants needed to synthesize it. The reactants are: [F:1][C:2]1[CH:7]=[CH:6][CH:5]=[C:4]([F:8])[C:3]=1[OH:9].C(=O)([O-])[O-].[K+].[K+].F[C:17]1[CH:24]=[CH:23][C:20]([CH:21]=[O:22])=[CH:19][CH:18]=1. (2) Given the product [Cl:1][C:2]1[N:7]=[C:6]([C:8]([NH:31][O:29][CH3:30])=[O:10])[CH:5]=[C:4]([N:11]2[CH2:12][CH2:13][CH:14]([NH:17][C:18]([C:20]3[NH:21][C:22]([CH3:27])=[C:23]([Cl:26])[C:24]=3[Cl:25])=[O:19])[CH2:15][CH2:16]2)[N:3]=1, predict the reactants needed to synthesize it. The reactants are: [Cl:1][C:2]1[N:7]=[C:6]([C:8]([OH:10])=O)[CH:5]=[C:4]([N:11]2[CH2:16][CH2:15][CH:14]([NH:17][C:18]([C:20]3[NH:21][C:22]([CH3:27])=[C:23]([Cl:26])[C:24]=3[Cl:25])=[O:19])[CH2:13][CH2:12]2)[N:3]=1.Cl.[O:29]([NH2:31])[CH3:30]. (3) The reactants are: F[C:2]1[CH:7]=[CH:6][C:5]([C:8]2[O:12][N:11]=[C:10]([C:13]3[CH:21]=[CH:20][CH:19]=[C:18]4[C:14]=3[CH:15]=[CH:16][N:17]4[CH2:22][C:23]([NH2:25])=[O:24])[N:9]=2)=[CH:4][C:3]=1[C:26]([F:29])([F:28])[F:27].[CH3:30][CH:31]([OH:33])[CH3:32].[H-].[Na+].O. Given the product [CH:31]([O:33][C:2]1[CH:7]=[CH:6][C:5]([C:8]2[O:12][N:11]=[C:10]([C:13]3[CH:21]=[CH:20][CH:19]=[C:18]4[C:14]=3[CH:15]=[CH:16][N:17]4[CH2:22][C:23]([NH2:25])=[O:24])[N:9]=2)=[CH:4][C:3]=1[C:26]([F:27])([F:29])[F:28])([CH3:32])[CH3:30], predict the reactants needed to synthesize it. (4) Given the product [C:5]1([C:15]2[C:23]3[C:22]4[CH:24]=[CH:25][CH:26]=[CH:27][C:21]=4[S:20][C:19]=3[CH:18]=[CH:17][CH:16]=2)[C:6]2[C:10]3[CH:11]=[CH:12][CH:13]=[CH:14][C:9]=3[S:8][C:7]=2[CH:2]=[CH:3][CH:4]=1, predict the reactants needed to synthesize it. The reactants are: I[C:2]1[C:7]2[S:8][C:9]3[CH:14]=[CH:13][CH:12]=[CH:11][C:10]=3[C:6]=2[CH:5]=[CH:4][CH:3]=1.[CH:15]1[C:23]2[C:22]3[CH:24]=[CH:25][CH:26]=[CH:27][C:21]=3[S:20][C:19]=2[C:18](B(O)O)=[CH:17][CH:16]=1.C(=O)([O-])[O-].[K+].[K+].[O-][Si]([O-])=O.[Mg+2]. (5) Given the product [NH2:1][C:2]1[C:11]2[N:12]=[C:13]([CH2:37][CH2:38][O:39][CH3:40])[N:14]([CH2:15][CH2:16][CH2:17][CH2:18][NH:19][CH2:32][CH2:33][N:34]([CH3:36])[CH3:35])[C:10]=2[C:9]2[CH:8]=[CH:7][CH:6]=[CH:5][C:4]=2[N:3]=1, predict the reactants needed to synthesize it. The reactants are: [NH2:1][C:2]1[C:11]2[N:12]=[C:13]([CH2:37][CH2:38][O:39][CH3:40])[N:14]([CH2:15][CH2:16][CH2:17][CH2:18][N:19]([CH2:32][CH2:33][N:34]([CH3:36])[CH3:35])S(C3C=CC=CC=3[N+]([O-])=O)(=O)=O)[C:10]=2[C:9]2[CH:8]=[CH:7][CH:6]=[CH:5][C:4]=2[N:3]=1.SCC(O)=O.[OH-].[Li+]. (6) Given the product [CH2:1]([O:8][C:9]1[CH:14]=[CH:13][N:12]=[CH:11][C:10]=1[NH:15][S:24]([CH3:23])(=[O:26])=[O:25])[C:2]1[CH:3]=[CH:4][CH:5]=[CH:6][CH:7]=1, predict the reactants needed to synthesize it. The reactants are: [CH2:1]([O:8][C:9]1[CH:14]=[CH:13][N:12]=[CH:11][C:10]=1[NH2:15])[C:2]1[CH:7]=[CH:6][CH:5]=[CH:4][CH:3]=1.C(N(CC)CC)C.[CH3:23][S:24](Cl)(=[O:26])=[O:25]. (7) Given the product [ClH:18].[NH2:10][CH:7]1[CH2:6][CH2:5][N:4]([C:2]2[S:3][C:19]([C:20]([O:22][CH2:23][CH3:24])=[O:21])=[C:25]([CH2:26][O:27][CH3:28])[N:1]=2)[CH2:9][CH2:8]1, predict the reactants needed to synthesize it. The reactants are: [NH2:1][C:2]([N:4]1[CH2:9][CH2:8][CH:7]([NH:10]C(=O)OC(C)(C)C)[CH2:6][CH2:5]1)=[S:3].[Cl:18][CH:19]([C:25](=O)[CH2:26][O:27][CH3:28])[C:20]([O:22][CH2:23][CH3:24])=[O:21]. (8) Given the product [Br:1][C:2]1[S:6][C:5]([NH:7][C:8]([NH:9][S:10]([C:13]2[CH:18]=[CH:17][CH:16]=[C:15]([CH3:19])[CH:14]=2)(=[O:12])=[O:11])=[O:20])=[N:4][C:3]=1[CH2:21][OH:22], predict the reactants needed to synthesize it. The reactants are: [Br:1][C:2]1[S:6][C:5]([NH:7][C:8](=[O:20])[NH:9][S:10]([C:13]2[CH:18]=[CH:17][CH:16]=[C:15]([CH3:19])[CH:14]=2)(=[O:12])=[O:11])=[N:4][C:3]=1[C:21](OCC)=[O:22].[BH4-].[Na+].Cl. (9) The reactants are: Cl[C:2]1[C:11]([Cl:12])=[N:10][C:9]2[C:4](=[CH:5][CH:6]=[CH:7][CH:8]=2)[N:3]=1.[CH2:13]([CH:20]1[CH2:25][CH2:24][NH:23][CH2:22][CH2:21]1)[C:14]1[CH:19]=[CH:18][CH:17]=[CH:16][CH:15]=1. Given the product [CH2:13]([CH:20]1[CH2:25][CH2:24][N:23]([C:2]2[C:11]([Cl:12])=[N:10][C:9]3[C:4](=[CH:5][CH:6]=[CH:7][CH:8]=3)[N:3]=2)[CH2:22][CH2:21]1)[C:14]1[CH:19]=[CH:18][CH:17]=[CH:16][CH:15]=1, predict the reactants needed to synthesize it. (10) Given the product [C:1]([O:9][CH2:10][C@@H:11]1[CH2:15][C@@H:14]([NH:16][S:30]([CH3:29])(=[O:32])=[O:31])[C@H:13]([N:17]2[C:21]3[N:22]=[C:23]([NH2:27])[NH:24][C:25](=[O:26])[C:20]=3[S:19][C:18]2=[O:28])[O:12]1)(=[O:8])[C:2]1[CH:7]=[CH:6][CH:5]=[CH:4][CH:3]=1, predict the reactants needed to synthesize it. The reactants are: [C:1]([O:9][CH2:10][C@@H:11]1[CH2:15][C@@H:14]([NH2:16])[C@H:13]([N:17]2[C:21]3[N:22]=[C:23]([NH2:27])[NH:24][C:25](=[O:26])[C:20]=3[S:19][C:18]2=[O:28])[O:12]1)(=[O:8])[C:2]1[CH:7]=[CH:6][CH:5]=[CH:4][CH:3]=1.[CH3:29][S:30](Cl)(=[O:32])=[O:31].